This data is from Reaction yield outcomes from USPTO patents with 853,638 reactions. The task is: Predict the reaction yield, written as a fraction of the theoretical maximum amount of product (1.0 means a 100% yield; for example, 0.34 means a 34% yield). (1) The product is [OH:3][NH:2][C:27](=[O:28])[CH:26]=[CH:25][C:22]1[CH:23]=[CH:24][C:19]([S:16](=[O:18])(=[O:17])[NH:15][C:9]2[CH:14]=[CH:13][CH:12]=[CH:11][CH:10]=2)=[CH:20][CH:21]=1. The catalyst is O1CCCC1. The yield is 0.390. The reactants are Cl.[NH2:2][OH:3].C([O-])(O)=O.[Na+].[C:9]1([NH:15][S:16]([C:19]2[CH:24]=[CH:23][C:22]([CH:25]=[CH:26][C:27](Cl)=[O:28])=[CH:21][CH:20]=2)(=[O:18])=[O:17])[CH:14]=[CH:13][CH:12]=[CH:11][CH:10]=1. (2) The reactants are Br[C:2]1[C:7]([O:8][CH3:9])=[CH:6][N:5]=[C:4]([Cl:10])[CH:3]=1.C([Mg]Cl)(C)C.[B:16](OC(C)C)([O:21]C(C)C)[O:17]C(C)C. The catalyst is C1COCC1. The product is [Cl:10][C:4]1[CH:3]=[C:2]([B:16]([OH:21])[OH:17])[C:7]([O:8][CH3:9])=[CH:6][N:5]=1. The yield is 1.01. (3) The reactants are Br[C:2]1[CH:7]=[CH:6][C:5]([CH2:8][N:9]2[CH2:14][CH2:13][N:12]([C:15]([O:17][C:18]([CH3:21])([CH3:20])[CH3:19])=[O:16])[CH2:11][CH2:10]2)=[C:4]([F:22])[CH:3]=1.[CH3:23][C:24]1[CH:29]=[C:28](B(O)O)[CH:27]=[CH:26][N:25]=1.C(=O)([O-])[O-].[K+].[K+].O1CCOCC1. The catalyst is C1C=CC([P]([Pd]([P](C2C=CC=CC=2)(C2C=CC=CC=2)C2C=CC=CC=2)([P](C2C=CC=CC=2)(C2C=CC=CC=2)C2C=CC=CC=2)[P](C2C=CC=CC=2)(C2C=CC=CC=2)C2C=CC=CC=2)(C2C=CC=CC=2)C2C=CC=CC=2)=CC=1.O. The product is [F:22][C:4]1[CH:3]=[C:2]([C:28]2[CH:27]=[CH:26][N:25]=[C:24]([CH3:23])[CH:29]=2)[CH:7]=[CH:6][C:5]=1[CH2:8][N:9]1[CH2:14][CH2:13][N:12]([C:15]([O:17][C:18]([CH3:21])([CH3:20])[CH3:19])=[O:16])[CH2:11][CH2:10]1. The yield is 0.580. (4) The reactants are [CH3:1][O:2][C:3]1[CH:20]=[CH:19][C:6]([CH2:7][N:8]2[CH:12]=[C:11]3[C:13](=[O:18])[CH:14]=[CH:15][CH2:16][O:17][C:10]3=[N:9]2)=[CH:5][CH:4]=1. The catalyst is CO.[Pd]. The product is [CH3:1][O:2][C:3]1[CH:4]=[CH:5][C:6]([CH2:7][N:8]2[CH:12]=[C:11]3[C:13](=[O:18])[CH2:14][CH2:15][CH2:16][O:17][C:10]3=[N:9]2)=[CH:19][CH:20]=1. The yield is 0.120. (5) The reactants are [F:1][C:2]1[C:3]2[C:14](=[O:15])[N:13]([C:16]3[C:21]([CH:22]=[O:23])=[C:20]([C:24]4[CH:29]=[C:28]([NH:30][C:31]5[CH:36]=[CH:35][C:34]([N:37]6[CH2:42][CH2:41][N:40]([CH:43]7[CH2:46][O:45][CH2:44]7)[CH2:39][C@@H:38]6[CH3:47])=[CH:33][N:32]=5)[C:27](=[O:48])[N:26]([CH3:49])[CH:25]=4)[CH:19]=[CH:18][N:17]=3)[CH2:12][CH2:11][C:4]=2[N:5]2[C:10]=1[CH2:9][CH2:8][CH2:7][CH2:6]2.[BH4-].[Na+]. The catalyst is CO. The product is [F:1][C:2]1[C:3]2[C:14](=[O:15])[N:13]([C:16]3[C:21]([CH2:22][OH:23])=[C:20]([C:24]4[CH:29]=[C:28]([NH:30][C:31]5[CH:36]=[CH:35][C:34]([N:37]6[CH2:42][CH2:41][N:40]([CH:43]7[CH2:44][O:45][CH2:46]7)[CH2:39][C@@H:38]6[CH3:47])=[CH:33][N:32]=5)[C:27](=[O:48])[N:26]([CH3:49])[CH:25]=4)[CH:19]=[CH:18][N:17]=3)[CH2:12][CH2:11][C:4]=2[N:5]2[C:10]=1[CH2:9][CH2:8][CH2:7][CH2:6]2. The yield is 0.280. (6) The reactants are [NH2:1][C:2]1[CH:3]=[C:4]([CH:8]=[CH:9][C:10]=1[CH2:11][CH3:12])[C:5]([OH:7])=[O:6].[N:13](OC(C)(C)C)=O.C([O-])(=O)C.[K+].C1OCCOCCOCCOCCOCCOC1. The catalyst is O1CCCC1.C(Cl)(Cl)Cl. The product is [C:5]([C:4]1[CH:3]=[C:2]2[C:10]([C:11]([CH3:12])=[N:13][NH:1]2)=[CH:9][CH:8]=1)([OH:7])=[O:6]. The yield is 0.170.